From a dataset of Peptide-MHC class II binding affinity with 134,281 pairs from IEDB. Regression. Given a peptide amino acid sequence and an MHC pseudo amino acid sequence, predict their binding affinity value. This is MHC class II binding data. (1) The peptide sequence is NLYKLHGGHVSCRVK. The MHC is DRB1_0901 with pseudo-sequence DRB1_0901. The binding affinity (normalized) is 0.642. (2) The peptide sequence is PEFSELFAAFPSFAG. The MHC is DRB5_0101 with pseudo-sequence DRB5_0101. The binding affinity (normalized) is 0.510. (3) The MHC is DRB5_0101 with pseudo-sequence DRB5_0101. The binding affinity (normalized) is 0.105. The peptide sequence is RQHGSEEWEPLTKKG. (4) The peptide sequence is DNINTPEGIIPALFE. The MHC is DRB1_1101 with pseudo-sequence DRB1_1101. The binding affinity (normalized) is 0. (5) The peptide sequence is RNTLLFLDLVLLNLL. The MHC is DRB1_0101 with pseudo-sequence DRB1_0101. The binding affinity (normalized) is 0.331. (6) The peptide sequence is QVTIAGAKLRSLNLG. The MHC is DRB1_0101 with pseudo-sequence DRB1_0101. The binding affinity (normalized) is 1.00. (7) The peptide sequence is EVFFQRLGIASGRARY. The MHC is HLA-DQA10102-DQB10602 with pseudo-sequence HLA-DQA10102-DQB10602. The binding affinity (normalized) is 0.366. (8) The peptide sequence is PSPSMGRDIKVQFQS. The MHC is DRB1_1201 with pseudo-sequence DRB1_1201. The binding affinity (normalized) is 0.186. (9) The peptide sequence is GSLQIVDKIDAAFKI. The MHC is DRB4_0101 with pseudo-sequence DRB4_0103. The binding affinity (normalized) is 0.605. (10) The peptide sequence is GPLDKEAIEERVERI. The MHC is HLA-DQA10201-DQB10402 with pseudo-sequence HLA-DQA10201-DQB10402. The binding affinity (normalized) is 0.